Dataset: Catalyst prediction with 721,799 reactions and 888 catalyst types from USPTO. Task: Predict which catalyst facilitates the given reaction. (1) Reactant: [NH:1]1[C:5]([C:6]2[CH:15]=[CH:14][C:13]3[C:8](=[CH:9][CH:10]=[C:11]([CH2:16][OH:17])[CH:12]=3)[N:7]=2)=[CH:4][CH:3]=[N:2]1.C[N+]1([O-])CCO[CH2:21][CH2:20]1. Product: [CH2:20]([N:2]1[CH:3]=[CH:4][C:5]([C:6]2[CH:15]=[CH:14][C:13]3[C:8](=[CH:9][CH:10]=[C:11]([CH:16]=[O:17])[CH:12]=3)[N:7]=2)=[N:1]1)[CH3:21]. The catalyst class is: 862. (2) Reactant: [CH2:1]([Li])[CH2:2][CH2:3][CH3:4].[C:6]([N:13]1[CH2:18][CH2:17][C:16](=[O:19])[CH2:15][CH2:14]1)([O:8][C:9]([CH3:12])([CH3:11])[CH3:10])=[O:7]. Product: [C:9]([O:8][C:6]([N:13]1[CH2:18][CH2:17][C:16]([CH2:1][CH2:2][CH2:3][CH3:4])([OH:19])[CH2:15][CH2:14]1)=[O:7])([CH3:12])([CH3:11])[CH3:10]. The catalyst class is: 28. (3) Reactant: [OH:1][C:2]1[CH:10]=[CH:9][C:8]([OH:11])=[CH:7][C:3]=1[C:4]([OH:6])=[O:5].[CH3:12][NH:13][C@H:14]([CH2:16]/[CH:17]=[CH:18]/[C:19]1[CH:20]=[N:21][CH:22]=[C:23]([O:25][CH3:26])[CH:24]=1)[CH3:15].[OH:27][C:28]1[CH:36]=[CH:35][C:34]([OH:37])=[CH:33][C:29]=1[C:30]([OH:32])=[O:31].CN[C@H](C/C=C/C1C=NC=C(OC)C=1)C.C(OCC)(=O)C. Product: [C:4]([OH:6])(=[O:5])[C:3]1[C:2](=[CH:10][CH:9]=[C:8]([CH:7]=1)[OH:11])[OH:1].[OH:27][C:28]1[CH:36]=[CH:35][C:34]([OH:37])=[CH:33][C:29]=1[C:30]([OH:32])=[O:31].[CH3:12][NH:13][C@H:14]([CH2:16]/[CH:17]=[CH:18]/[C:19]1[CH:20]=[N:21][CH:22]=[C:23]([O:25][CH3:26])[CH:24]=1)[CH3:15]. The catalyst class is: 8. (4) Reactant: [OH-].[K+].[CH2:3]([O:5][C:6](=[O:15])[C@H:7]1[O:14][C@@H:8]1[C:9]([O:11]CC)=[O:10])[CH3:4].O. Product: [CH2:3]([O:5][C:6](=[O:15])[C@H:7]1[O:14][C@@H:8]1[C:9]([OH:11])=[O:10])[CH3:4]. The catalyst class is: 8.